From a dataset of Forward reaction prediction with 1.9M reactions from USPTO patents (1976-2016). Predict the product of the given reaction. (1) The product is: [OH:21][CH2:18][C:19]#[C:20][C:2]1[N:10]=[C:9]2[C:5]([N:6]([CH3:17])[C:7](=[O:16])[N:8]2[C:11]([N:13]([CH3:15])[CH3:14])=[O:12])=[CH:4][N:3]=1. Given the reactants Cl[C:2]1[N:10]=[C:9]2[C:5]([N:6]([CH3:17])[C:7](=[O:16])[N:8]2[C:11]([N:13]([CH3:15])[CH3:14])=[O:12])=[CH:4][N:3]=1.[CH2:18]([OH:21])[C:19]#[CH:20].C1(P(C2CCCCC2)C2C=CC=CC=2C2C(C(C)C)=CC(C(C)C)=CC=2C(C)C)CCCCC1, predict the reaction product. (2) The product is: [C:1]([C:4]1[CH:9]=[CH:8][C:7]([C:10]2[C:11]([C:16]([NH:18][C:19]3[CH:24]=[CH:23][C:22]([NH:25][CH2:26][CH2:27][C:28]4[CH:33]=[CH:32][CH:31]=[CH:30][N:29]=4)=[CH:21][CH:20]=3)=[O:17])=[CH:12][CH:13]=[CH:14][CH:15]=2)=[CH:6][CH:5]=1)(=[O:3])[CH3:2]. Given the reactants [C:1]([C:4]1[CH:9]=[CH:8][C:7]([C:10]2[CH:15]=[CH:14][CH:13]=[CH:12][C:11]=2[C:16]([NH:18][C:19]2[CH:24]=[CH:23][C:22]([N:25](C(OC(C)(C)C)=O)[CH2:26][CH2:27][C:28]3[CH:33]=[CH:32][CH:31]=[CH:30][N:29]=3)=[CH:21][CH:20]=2)=[O:17])=[CH:6][CH:5]=1)(=[O:3])[CH3:2].FC(F)(F)C(O)=O.C(=O)([O-])[O-].[K+].[K+], predict the reaction product. (3) Given the reactants Br[C:2]1[CH:14]=[CH:13][C:5]([O:6][CH:7]2[CH2:12][CH2:11][CH2:10][CH2:9][O:8]2)=[CH:4][CH:3]=1.C([Li])CCC.[CH2:20]([N:27]1[CH2:32][CH2:31][C:30](=[O:33])[CH2:29][CH2:28]1)[C:21]1[CH:26]=[CH:25][CH:24]=[CH:23][CH:22]=1.[Cl-].[NH4+], predict the reaction product. The product is: [CH2:20]([N:27]1[CH2:32][CH2:31][C:30]([C:2]2[CH:14]=[CH:13][C:5]([O:6][CH:7]3[CH2:12][CH2:11][CH2:10][CH2:9][O:8]3)=[CH:4][CH:3]=2)([OH:33])[CH2:29][CH2:28]1)[C:21]1[CH:22]=[CH:23][CH:24]=[CH:25][CH:26]=1. (4) Given the reactants [CH3:1][C@H:2]1[C:3](=[O:29])[NH:4][C:5]2[CH:6]=[N:7][CH:8]=[CH:9][C:10]=2[C:11]2[CH:12]=[N:13][CH:14]=[C:15]([CH:28]=2)[C@@H:16]([NH:20][C:21](=[O:27])[O:22][C:23]([CH3:26])([CH3:25])[CH3:24])[CH2:17][CH:18]=[CH:19]1, predict the reaction product. The product is: [CH3:1][C@@H:2]1[CH2:19][CH2:18][CH2:17][C@H:16]([NH:20][C:21](=[O:27])[O:22][C:23]([CH3:24])([CH3:25])[CH3:26])[C:15]2[CH:28]=[C:11]([CH:12]=[N:13][CH:14]=2)[C:10]2[CH:9]=[CH:8][N:7]=[CH:6][C:5]=2[NH:4][C:3]1=[O:29]. (5) Given the reactants [CH2:1]([N:8]1[CH2:14][C:13]2[N:15]=[CH:16][C:17](Cl)=[N:18][C:12]=2[O:11][CH2:10][CH2:9]1)[C:2]1[CH:7]=[CH:6][CH:5]=[CH:4][CH:3]=1.[CH3:20][CH:21]([SH:23])[CH3:22].C(=O)([O-])[O-].[K+].[K+].O, predict the reaction product. The product is: [CH2:1]([N:8]1[CH2:14][C:13]2[N:15]=[CH:16][C:17]([S:23][CH:21]([CH3:22])[CH3:20])=[N:18][C:12]=2[O:11][CH2:10][CH2:9]1)[C:2]1[CH:7]=[CH:6][CH:5]=[CH:4][CH:3]=1. (6) Given the reactants Br[C:2]1[CH:11]=[CH:10][C:5]([C:6]([O:8][CH3:9])=[O:7])=[CH:4][C:3]=1[O:12][CH3:13].[Cl:14][C:15]1[C:16]([F:30])=[N:17][CH:18]=[C:19](B2OC(C)(C)C(C)(C)O2)[CH:20]=1.COC1CCCC1.C([O-])([O-])=O.[Na+].[Na+], predict the reaction product. The product is: [Cl:14][C:15]1[CH:20]=[C:19]([C:2]2[CH:11]=[CH:10][C:5]([C:6]([O:8][CH3:9])=[O:7])=[CH:4][C:3]=2[O:12][CH3:13])[CH:18]=[N:17][C:16]=1[F:30]. (7) Given the reactants [CH3:1][O:2][C:3]1[CH:4]=[C:5]([OH:11])[CH:6]=[C:7]([O:9][CH3:10])[CH:8]=1.[H-].[Na+].Br[C:15]1[CH:16]=[N:17][CH:18]=[C:19]([Br:21])[CH:20]=1, predict the reaction product. The product is: [Br:21][C:19]1[CH:18]=[N:17][CH:16]=[C:15]([O:11][C:5]2[CH:6]=[C:7]([O:9][CH3:10])[CH:8]=[C:3]([O:2][CH3:1])[CH:4]=2)[CH:20]=1. (8) Given the reactants [C:1](OC1CCCCCC(O[Si](CC)(CC)CC)CCCCC1)(=[O:3])[CH3:2].[Si:25]([O:32][CH2:33][CH2:34][CH2:35][CH2:36][CH2:37][CH2:38][CH:39]([OH:50])[CH2:40][CH2:41][CH2:42][CH2:43][C:44]#[C:45][Si:46]([CH3:49])([CH3:48])[CH3:47])([C:28]([CH3:31])([CH3:30])[CH3:29])([CH3:27])[CH3:26].C([O-])([O-])=O.[K+].[K+], predict the reaction product. The product is: [C:1]([O:50][CH:39]([CH2:38][CH2:37][CH2:36][CH2:35][CH2:34][CH2:33][O:32][Si:25]([C:28]([CH3:31])([CH3:30])[CH3:29])([CH3:27])[CH3:26])[CH2:40][CH2:41][CH2:42][CH2:43][C:44]#[C:45][Si:46]([CH3:49])([CH3:48])[CH3:47])(=[O:3])[CH3:2].